The task is: Predict which catalyst facilitates the given reaction.. This data is from Catalyst prediction with 721,799 reactions and 888 catalyst types from USPTO. (1) Product: [Br:1][C:2]1[CH:3]=[C:4]2[C:8](=[CH:9][CH:10]=1)[CH2:7][CH:6]=[CH:5]2. The catalyst class is: 48. Reactant: [Br:1][C:2]1[CH:3]=[C:4]2[C:8](=[CH:9][CH:10]=1)[CH:7](O)[CH2:6][CH2:5]2.O.C1(C)C=CC(S(O)(=O)=O)=CC=1. (2) Product: [Br:8][C:4]1[N:3]=[C:2]([NH:16][CH2:15][C:14]2[CH:17]=[CH:18][C:11]([O:10][CH3:9])=[CH:12][CH:13]=2)[CH:7]=[CH:6][CH:5]=1. Reactant: Br[C:2]1[CH:7]=[CH:6][CH:5]=[C:4]([Br:8])[N:3]=1.[CH3:9][O:10][C:11]1[CH:18]=[CH:17][C:14]([CH2:15][NH2:16])=[CH:13][CH:12]=1.C(N(C(C)C)CC)(C)C. The catalyst class is: 12. (3) Reactant: [C:1](Cl)(=[O:8])[C:2]1[CH:7]=[CH:6][CH:5]=[CH:4][CH:3]=1.[NH2:10][C:11]1[CH:12]=[C:13]([C@H:18]([CH2:23][NH:24]C(=O)C(F)(F)F)[CH2:19][C:20]([O-:22])=[O:21])[CH:14]=[CH:15][C:16]=1[Cl:17].C(N(C(C)C)CC)(C)C. Product: [NH2:24][CH2:23][C@@H:18]([C:13]1[CH:14]=[CH:15][C:16]([Cl:17])=[C:11]([NH:10][C:1]([C:2]2[CH:7]=[CH:6][CH:5]=[CH:4][CH:3]=2)=[O:8])[CH:12]=1)[CH2:19][C:20]([OH:22])=[O:21]. The catalyst class is: 4. (4) Reactant: [H-].[Na+].[CH3:3][N:4]1[CH2:17][CH2:16][CH:7]2[NH:8][C:9]3[CH:10]=[CH:11][C:12]([CH3:15])=[CH:13][C:14]=3[CH:6]2[CH2:5]1.[CH2:18]([C:20]1([C:23]2[CH:28]=[CH:27][N:26]=[CH:25][CH:24]=2)[CH2:22][O:21]1)[CH3:19]. Product: [CH3:3][N:4]1[CH2:17][CH2:16][C:7]2[N:8]([CH2:22][C:20]([C:23]3[CH:28]=[CH:27][N:26]=[CH:25][CH:24]=3)([OH:21])[CH2:18][CH3:19])[C:9]3[CH:10]=[CH:11][C:12]([CH3:15])=[CH:13][C:14]=3[C:6]=2[CH2:5]1. The catalyst class is: 3. (5) Reactant: [OH:1][C@@H:2]([C:27]([CH3:35])([C:29]1[CH:34]=[CH:33][CH:32]=[CH:31][CH:30]=1)[CH3:28])[C:3]([NH:5][C@@H:6]([C:23]([CH3:26])([CH3:25])[CH3:24])[C:7]([N:9]([CH3:22])[C@@H:10]([CH:19]([CH3:21])[CH3:20])/[CH:11]=[C:12](\[CH3:18])/[C:13]([O:15]CC)=[O:14])=[O:8])=[O:4].O[C@H](C(C)(C1C=CC=CC=1)C)C(N[C@@H](C(C)(C)C)C(N(C)[C@@H](C(C)C)/C=C(\C)/C(OCC)=O)=O)=O.O.O.[OH-].[Li+]. Product: [OH:1][C@H:2]([C:27]([CH3:35])([C:29]1[CH:30]=[CH:31][CH:32]=[CH:33][CH:34]=1)[CH3:28])[C:3]([NH:5][C@H:6]([C:7]([N:9]([CH3:22])[C@@H:10]([CH:19]([CH3:21])[CH3:20])/[CH:11]=[C:12](\[CH3:18])/[C:13]([OH:15])=[O:14])=[O:8])[C:23]([CH3:24])([CH3:25])[CH3:26])=[O:4]. The catalyst class is: 111. (6) Reactant: [F:1][C:2]1[CH:7]=[C:6]([NH:8][CH2:9][C:10]2[CH:11]=[C:12]([C:16]3[C:21]([CH3:22])=[CH:20][C:19]([O:23][CH2:24][C:25]4([OH:33])[CH2:30][CH2:29][S:28](=[O:32])(=[O:31])[CH2:27][CH2:26]4)=[CH:18][C:17]=3[CH3:34])[CH:13]=[CH:14][CH:15]=2)[CH:5]=[CH:4][C:3]=1[CH2:35][CH2:36][C:37]([O:39]CC)=[O:38].CO.[OH-].[Na+].Cl. Product: [F:1][C:2]1[CH:7]=[C:6]([NH:8][CH2:9][C:10]2[CH:11]=[C:12]([C:16]3[C:21]([CH3:22])=[CH:20][C:19]([O:23][CH2:24][C:25]4([OH:33])[CH2:26][CH2:27][S:28](=[O:32])(=[O:31])[CH2:29][CH2:30]4)=[CH:18][C:17]=3[CH3:34])[CH:13]=[CH:14][CH:15]=2)[CH:5]=[CH:4][C:3]=1[CH2:35][CH2:36][C:37]([OH:39])=[O:38]. The catalyst class is: 7.